This data is from Forward reaction prediction with 1.9M reactions from USPTO patents (1976-2016). The task is: Predict the product of the given reaction. (1) Given the reactants C1C=CC(P(C2C(C3C(P(C4C=CC=CC=4)C4C=CC=CC=4)=CC=C4C=3C=CC=C4)=C3C(C=CC=C3)=CC=2)C2C=CC=CC=2)=CC=1.Cl[C:48]1[CH:67]=[N:66][C:51]2[CH2:52][N:53]([CH2:63][C:64]#[N:65])[CH2:54][C@@H:55]([C:57]3[CH:62]=[CH:61][CH:60]=[CH:59][CH:58]=3)[O:56][C:50]=2[N:49]=1.[CH3:68][O:69][C:70]1[CH:71]=[C:72]([NH2:82])[CH:73]=[CH:74][C:75]=1[N:76]1[CH:80]=[C:79]([CH3:81])[N:78]=[CH:77]1, predict the reaction product. The product is: [CH3:68][O:69][C:70]1[CH:71]=[C:72]([NH:82][C:48]2[CH:67]=[N:66][C:51]3[CH2:52][N:53]([CH2:63][C:64]#[N:65])[CH2:54][C@@H:55]([C:57]4[CH:62]=[CH:61][CH:60]=[CH:59][CH:58]=4)[O:56][C:50]=3[N:49]=2)[CH:73]=[CH:74][C:75]=1[N:76]1[CH:80]=[C:79]([CH3:81])[N:78]=[CH:77]1. (2) Given the reactants [CH3:1][C:2]1[C:6]([C:7]2[C:16]3[O:15][CH2:14][CH:13]([C:17]4[CH:22]=[CH:21][CH:20]=[CH:19][N:18]=4)[N:12]4[C:23](=O)[NH:24][C:10]([C:11]=34)=[CH:9][CH:8]=2)=[C:5]([CH3:26])[O:4][N:3]=1.COC1C=CC(P2(=S)SP(C3C=CC(OC)=CC=3)(=S)[S:36]2)=CC=1, predict the reaction product. The product is: [CH3:1][C:2]1[C:6]([C:7]2[C:16]3[O:15][CH2:14][CH:13]([C:17]4[CH:22]=[CH:21][CH:20]=[CH:19][N:18]=4)[N:12]4[C:23](=[S:36])[NH:24][C:10]([C:11]=34)=[CH:9][CH:8]=2)=[C:5]([CH3:26])[O:4][N:3]=1. (3) The product is: [CH2:2]([O:4][C:5]([C:7]1[N:8]([CH2:24][C:25]2[C:34]3[C:29](=[CH:30][CH:31]=[C:32]([F:35])[CH:33]=3)[CH:28]=[CH:27][CH:26]=2)[C:9]2[C:14]([C:15]=1[CH2:16][NH2:17])=[CH:13][C:12]([F:23])=[CH:11][CH:10]=2)=[O:6])[CH3:3]. Given the reactants Cl.[CH2:2]([O:4][C:5]([C:7]1[N:8]([CH2:24][C:25]2[C:34]3[C:29](=[CH:30][CH:31]=[C:32]([F:35])[CH:33]=3)[CH:28]=[CH:27][CH:26]=2)[C:9]2[C:14]([C:15]=1[CH2:16][N:17](S(C)(=O)=O)C)=[CH:13][C:12]([F:23])=[CH:11][CH:10]=2)=[O:6])[CH3:3], predict the reaction product. (4) Given the reactants C(OO)(=[O:3])C.[CH:6]1([C:9]2[N:14]=[C:13]([S:15][CH3:16])[C:12]([CH:17]=[CH2:18])=[C:11]([C:19]([O:21][CH3:22])=[O:20])[N:10]=2)[CH2:8][CH2:7]1, predict the reaction product. The product is: [CH:6]1([C:9]2[N:14]=[C:13]([S:15]([CH3:16])=[O:3])[C:12]([CH:17]=[CH2:18])=[C:11]([C:19]([O:21][CH3:22])=[O:20])[N:10]=2)[CH2:7][CH2:8]1. (5) The product is: [Br:1][C:2]1[CH:3]=[CH:4][C:5]([N:8]2[CH2:13][CH2:12][N:11]([S:14]([CH:17]=[CH:7][CH2:2][CH2:3][CH2:4][C:37]3[CH:36]=[N:35][CH:34]=[N:33][CH:38]=3)(=[O:15])=[O:16])[CH2:10][CH2:9]2)=[CH:6][CH:7]=1. Given the reactants [Br:1][C:2]1[CH:7]=[CH:6][C:5]([N:8]2[CH2:13][CH2:12][N:11]([S:14]([CH3:17])(=[O:16])=[O:15])[CH2:10][CH2:9]2)=[CH:4][CH:3]=1.C[Si]([N-][Si](C)(C)C)(C)C.[Li+].Cl[Si](C)(C)C.[N:33]1[CH:38]=[CH:37][CH:36]=[N:35][C:34]=1CCCC=O, predict the reaction product.